From a dataset of Forward reaction prediction with 1.9M reactions from USPTO patents (1976-2016). Predict the product of the given reaction. (1) Given the reactants [F:1][C:2]([F:20])([F:19])[C:3]([OH:18])([CH:6]1[CH2:11][CH2:10][CH2:9][CH2:8][CH:7]1[C:12]1[CH:17]=[CH:16][CH:15]=[CH:14][CH:13]=1)[CH:4]=O.[NH2:21][C:22]1[CH:31]=[CH:30][CH:29]=[C:28]2[C:23]=1[CH:24]=[N:25][C:26]([CH3:32])=[N:27]2.O, predict the reaction product. The product is: [F:1][C:2]([F:20])([F:19])[C:3]([CH:6]1[CH2:11][CH2:10][CH2:9][CH2:8][CH:7]1[C:12]1[CH:17]=[CH:16][CH:15]=[CH:14][CH:13]=1)([OH:18])[CH:4]=[N:21][C:22]1[CH:31]=[CH:30][CH:29]=[C:28]2[C:23]=1[CH:24]=[N:25][C:26]([CH3:32])=[N:27]2. (2) Given the reactants C(OC(=O)[NH:10][C:11]12[CH2:19][CH2:18][CH:15]([CH2:16][CH2:17]1)[CH2:14][N:13]1[C:20](=[O:46])[C:21]([O:38]CC3C=CC=CC=3)=[C:22]([C:24]3[NH:25][C:26]([CH2:30][C:31]4[CH:36]=[CH:35][C:34]([F:37])=[CH:33][CH:32]=4)=[C:27](Cl)[N:28]=3)[N:23]=[C:12]21)C1C=CC=CC=1.C(O)=O, predict the reaction product. The product is: [NH2:10][C:11]12[CH2:17][CH2:16][CH:15]([CH2:18][CH2:19]1)[CH2:14][N:13]1[C:20](=[O:46])[C:21]([OH:38])=[C:22]([C:24]3[NH:28][CH:27]=[C:26]([CH2:30][C:31]4[CH:36]=[CH:35][C:34]([F:37])=[CH:33][CH:32]=4)[N:25]=3)[N:23]=[C:12]21. (3) Given the reactants [CH3:1][C:2]12[CH2:17][CH:6]([N:7]([C:10]([O:12][C:13]([CH3:16])([CH3:15])[CH3:14])=[O:11])[C:8]1=[O:9])[CH:5]=[CH:4][CH2:3]2.IC1C2CC(C)(C(=O)N2[C:27](OC(C)(C)C)=[O:28])CC=1.C(=O)([O-])[O-].[Cs+].[Cs+], predict the reaction product. The product is: [C:13]([O:12][C:10]([NH:7][CH:6]1[CH2:17][C:2]([CH3:1])([C:8]([O:28][CH3:27])=[O:9])[CH2:3][CH:4]=[CH:5]1)=[O:11])([CH3:16])([CH3:15])[CH3:14]. (4) Given the reactants [NH2:1][C:2]1[CH:3]=[N:4][C:5]2[C:10]([C:11]=1[NH:12][C:13]1[CH:18]=[CH:17][C:16]([C:19]([CH3:23])([CH3:22])[C:20]#[N:21])=[CH:15][CH:14]=1)=[CH:9][C:8]([CH3:24])=[CH:7][CH:6]=2.C(N(CC)CC)C.Cl[C:33](Cl)([O:35]C(=O)OC(Cl)(Cl)Cl)Cl, predict the reaction product. The product is: [CH3:23][C:19]([C:16]1[CH:17]=[CH:18][C:13]([N:12]2[C:11]3[C:10]4[CH:9]=[C:8]([CH3:24])[CH:7]=[CH:6][C:5]=4[N:4]=[CH:3][C:2]=3[NH:1][C:33]2=[O:35])=[CH:14][CH:15]=1)([CH3:22])[C:20]#[N:21].